This data is from Catalyst prediction with 721,799 reactions and 888 catalyst types from USPTO. The task is: Predict which catalyst facilitates the given reaction. (1) Reactant: C(OC([N:8]1[CH2:13][CH2:12][C:11]2[N:14]([CH3:42])[C:15]([C:17]3[C:22]([C:23]#[C:24][C:25]4[CH:30]=[CH:29][CH:28]=[C:27]([NH:31][C:32]([NH:34][C:35]5[CH:40]=[CH:39][CH:38]=[CH:37][CH:36]=5)=[O:33])[CH:26]=4)=[CH:21][N:20]=[C:19]([NH2:41])[N:18]=3)=[CH:16][C:10]=2[C:9]1=[O:43])=O)(C)(C)C.[ClH:44]. Product: [ClH:44].[NH2:41][C:19]1[N:18]=[C:17]([C:15]2[N:14]([CH3:42])[C:11]3[CH2:12][CH2:13][NH:8][C:9](=[O:43])[C:10]=3[CH:16]=2)[C:22]([C:23]#[C:24][C:25]2[CH:26]=[C:27]([NH:31][C:32]([NH:34][C:35]3[CH:36]=[CH:37][CH:38]=[CH:39][CH:40]=3)=[O:33])[CH:28]=[CH:29][CH:30]=2)=[CH:21][N:20]=1. The catalyst class is: 12. (2) Reactant: [CH3:1][O:2][C:3]1[C:8]([O:9][CH3:10])=[CH:7][CH:6]=[C:5]([C:11]2[C:20]3[C:15](=[CH:16][CH:17]=[CH:18][C:19]=3[N+]([O-])=O)[CH:14]=[N:13][CH:12]=2)[C:4]=1[OH:24].C(=O)([O-])[O-].[K+].[K+].O. Product: [CH3:1][O:2][C:3]1[C:4]2[O:24][C:19]3[C:20]4[C:15]([CH:16]=[CH:17][CH:18]=3)=[CH:14][N:13]=[CH:12][C:11]=4[C:5]=2[CH:6]=[CH:7][C:8]=1[O:9][CH3:10]. The catalyst class is: 3.